This data is from M1 muscarinic receptor antagonist screen with 61,756 compounds. The task is: Binary Classification. Given a drug SMILES string, predict its activity (active/inactive) in a high-throughput screening assay against a specified biological target. The molecule is ON1C(Cc2noc(N)c2C1(C)C)(C)C. The result is 0 (inactive).